From a dataset of Peptide-MHC class I binding affinity with 185,985 pairs from IEDB/IMGT. Regression. Given a peptide amino acid sequence and an MHC pseudo amino acid sequence, predict their binding affinity value. This is MHC class I binding data. (1) The peptide sequence is QALSPRTLNAW. The MHC is HLA-C06:02 with pseudo-sequence HLA-C06:02. The binding affinity (normalized) is 0. (2) The MHC is HLA-A01:01 with pseudo-sequence HLA-A01:01. The binding affinity (normalized) is 0. The peptide sequence is KLWASQIY. (3) The peptide sequence is SMIEALEYM. The MHC is H-2-Db with pseudo-sequence H-2-Db. The binding affinity (normalized) is 0.531.